Predict the reactants needed to synthesize the given product. From a dataset of Full USPTO retrosynthesis dataset with 1.9M reactions from patents (1976-2016). (1) Given the product [F:1][C:2]([F:32])([F:33])[C:3]1[CH:27]=[C:26]([C:28]([F:31])([F:29])[F:30])[CH:25]=[CH:24][C:4]=1[CH2:5][N:6]1[C:14]2[C:9](=[CH:10][C:11]([CH:15]=[C:16]3[S:20][C:19]([N:39]4[CH2:40][CH2:41][N:36]([CH2:34][CH3:35])[CH2:37][CH2:38]4)=[N:18][C:17]3=[O:23])=[CH:12][CH:13]=2)[CH:8]=[N:7]1, predict the reactants needed to synthesize it. The reactants are: [F:1][C:2]([F:33])([F:32])[C:3]1[CH:27]=[C:26]([C:28]([F:31])([F:30])[F:29])[CH:25]=[CH:24][C:4]=1[CH2:5][N:6]1[C:14]2[C:9](=[CH:10][C:11]([CH:15]=[C:16]3[S:20][C:19](SC)=[N:18][C:17]3=[O:23])=[CH:12][CH:13]=2)[CH:8]=[N:7]1.[CH2:34]([N:36]1[CH2:41][CH2:40][NH:39][CH2:38][CH2:37]1)[CH3:35]. (2) Given the product [Cl:1][CH2:2][CH2:3][CH2:4][O:5][C:6]1[CH:7]=[CH:8][C:9]([C:12]2[S:13][C:14]([CH2:18][C:19]([N:29]3[CH2:34][CH2:33][CH2:32][CH2:31][CH2:30]3)=[O:21])=[C:15]([CH3:17])[N:16]=2)=[CH:10][CH:11]=1, predict the reactants needed to synthesize it. The reactants are: [Cl:1][CH2:2][CH2:3][CH2:4][O:5][C:6]1[CH:11]=[CH:10][C:9]([C:12]2[S:13][C:14]([CH2:18][C:19]([OH:21])=O)=[C:15]([CH3:17])[N:16]=2)=[CH:8][CH:7]=1.C(N(CC)CC)C.[NH:29]1[CH2:34][CH2:33][CH2:32][CH2:31][CH2:30]1.ON1C2C=CC=CC=2N=N1.CN(C)CCCN=C=NCC. (3) Given the product [N:1]1([CH2:6][CH2:7][O:8][C:9]2[CH:14]=[CH:13][C:12]([NH2:15])=[CH:11][CH:10]=2)[CH:5]=[CH:4][N:3]=[N:2]1, predict the reactants needed to synthesize it. The reactants are: [N:1]1([CH2:6][CH2:7][O:8][C:9]2[CH:14]=[CH:13][C:12]([N+:15]([O-])=O)=[CH:11][CH:10]=2)[CH:5]=[CH:4][N:3]=[N:2]1.NC1C=CC=CC=1. (4) Given the product [F:17][C:14]([F:15])([F:16])[C:13]([N:11]1[CH2:10][CH2:9][CH2:8][C:7]2[CH:19]=[CH:20][C:4]([NH2:1])=[CH:5][C:6]=2[CH2:12]1)=[O:18], predict the reactants needed to synthesize it. The reactants are: [N+:1]([C:4]1[CH:20]=[CH:19][C:7]2[CH2:8][CH2:9][CH2:10][N:11]([C:13](=[O:18])[C:14]([F:17])([F:16])[F:15])[CH2:12][C:6]=2[CH:5]=1)([O-])=O.[H][H]. (5) Given the product [Cl:19][C:20]1[CH:25]=[CH:24][C:23]([S:26]([N:29]([C:33]2[C:34]([CH:40]([OH:41])[C:2]3[CH:7]=[CH:6][CH:5]=[CH:4][C:3]=3[N+:8]([O-:10])=[O:9])=[N:35][CH:36]=[C:37]([Cl:39])[CH:38]=2)[CH2:30][O:31][CH3:32])(=[O:28])=[O:27])=[CH:22][C:21]=1[C:42]([F:43])([F:45])[F:44], predict the reactants needed to synthesize it. The reactants are: I[C:2]1[CH:7]=[CH:6][CH:5]=[CH:4][C:3]=1[N+:8]([O-:10])=[O:9].C1([Mg]Cl)C=CC=CC=1.[Cl:19][C:20]1[CH:25]=[CH:24][C:23]([S:26]([N:29]([C:33]2[C:34]([CH:40]=[O:41])=[N:35][CH:36]=[C:37]([Cl:39])[CH:38]=2)[CH2:30][O:31][CH3:32])(=[O:28])=[O:27])=[CH:22][C:21]=1[C:42]([F:45])([F:44])[F:43]. (6) The reactants are: [Cl:1][C:2]1[C:11]2[C:6](=[CH:7][CH:8]=[C:9]([CH3:12])[CH:10]=2)[N:5]=[C:4](C2CCC(F)(F)C3C=CC=CC=3N2)[CH:3]=1.ClC1C=C(Cl)C2C(=CC=C(C)C=2)N=1.[CH3:39][O:40][N:41]=[C:42]1[C:48]2[CH:49]=[CH:50][CH:51]=[CH:52][C:47]=2[CH2:46][NH:45][CH2:44][CH2:43]1.NC1(CNC2C3C(=CC=C(C)C=3)N=C(N3CC/C(=N\OC)/C4C=CC=CC=4C3)C=2)COC1. Given the product [Cl:1][C:2]1[C:11]2[C:6](=[CH:7][CH:8]=[C:9]([CH3:12])[CH:10]=2)[N:5]=[C:4]([N:45]2[CH2:44][CH2:43]/[C:42](=[N:41]\[O:40][CH3:39])/[C:48]3[CH:49]=[CH:50][CH:51]=[CH:52][C:47]=3[CH2:46]2)[CH:3]=1, predict the reactants needed to synthesize it. (7) Given the product [Cl:41][C:33]1[CH:32]=[C:31]([C:27]2[CH:28]=[CH:29][CH:30]=[C:25]([CH2:24][O:22][C:20]3[CH:19]=[CH:18][C:15]4[C:16](=[O:17])[N:12]([CH:7]5[CH2:8][CH2:9][CH2:10][CH2:11]5)[S:13][C:14]=4[CH:21]=3)[CH:26]=2)[CH:36]=[CH:35][C:34]=1[C:37]([O:39][CH3:40])=[O:38], predict the reactants needed to synthesize it. The reactants are: C(=O)([O-])[O-].[K+].[K+].[CH:7]1([N:12]2[C:16](=[O:17])[C:15]3[CH:18]=[CH:19][C:20]([OH:22])=[CH:21][C:14]=3[S:13]2)[CH2:11][CH2:10][CH2:9][CH2:8]1.Br[CH2:24][C:25]1[CH:26]=[C:27]([C:31]2[CH:36]=[CH:35][C:34]([C:37]([O:39][CH3:40])=[O:38])=[C:33]([Cl:41])[CH:32]=2)[CH:28]=[CH:29][CH:30]=1. (8) Given the product [ClH:33].[ClH:33].[CH3:1][O:2][C:3]1[C:9]([CH2:10][CH2:11][N:12]2[CH2:13][CH2:14][N:15]([C:18]3[CH:27]=[CH:26][CH:25]=[C:24]4[C:19]=3[CH:20]=[CH:21][C:22]([CH3:28])=[N:23]4)[CH2:16][CH2:17]2)=[CH:8][CH:7]=[CH:6][C:4]=1[NH:5][S:30]([CH3:29])(=[O:32])=[O:31], predict the reactants needed to synthesize it. The reactants are: [CH3:1][O:2][C:3]1[C:9]([CH2:10][CH2:11][N:12]2[CH2:17][CH2:16][N:15]([C:18]3[CH:27]=[CH:26][CH:25]=[C:24]4[C:19]=3[CH:20]=[CH:21][C:22]([CH3:28])=[N:23]4)[CH2:14][CH2:13]2)=[CH:8][CH:7]=[CH:6][C:4]=1[NH2:5].[CH3:29][S:30]([Cl:33])(=[O:32])=[O:31].